Dataset: NCI-60 drug combinations with 297,098 pairs across 59 cell lines. Task: Regression. Given two drug SMILES strings and cell line genomic features, predict the synergy score measuring deviation from expected non-interaction effect. (1) Drug 1: CC1=C2C(C(=O)C3(C(CC4C(C3C(C(C2(C)C)(CC1OC(=O)C(C(C5=CC=CC=C5)NC(=O)OC(C)(C)C)O)O)OC(=O)C6=CC=CC=C6)(CO4)OC(=O)C)OC)C)OC. Drug 2: CC1=C2C(C(=O)C3(C(CC4C(C3C(C(C2(C)C)(CC1OC(=O)C(C(C5=CC=CC=C5)NC(=O)OC(C)(C)C)O)O)OC(=O)C6=CC=CC=C6)(CO4)OC(=O)C)O)C)O. Cell line: HS 578T. Synergy scores: CSS=70.7, Synergy_ZIP=4.05, Synergy_Bliss=3.78, Synergy_Loewe=1.58, Synergy_HSA=7.44. (2) Drug 1: CC(C1=C(C=CC(=C1Cl)F)Cl)OC2=C(N=CC(=C2)C3=CN(N=C3)C4CCNCC4)N. Drug 2: CC(C)(C#N)C1=CC(=CC(=C1)CN2C=NC=N2)C(C)(C)C#N. Cell line: SF-539. Synergy scores: CSS=3.61, Synergy_ZIP=-1.04, Synergy_Bliss=-1.46, Synergy_Loewe=0.424, Synergy_HSA=-0.328. (3) Drug 1: CC1OCC2C(O1)C(C(C(O2)OC3C4COC(=O)C4C(C5=CC6=C(C=C35)OCO6)C7=CC(=C(C(=C7)OC)O)OC)O)O. Drug 2: CN1C(=O)N2C=NC(=C2N=N1)C(=O)N. Cell line: HCT116. Synergy scores: CSS=52.4, Synergy_ZIP=0.314, Synergy_Bliss=-1.15, Synergy_Loewe=-39.0, Synergy_HSA=-1.90. (4) Drug 1: C1CCN(CC1)CCOC2=CC=C(C=C2)C(=O)C3=C(SC4=C3C=CC(=C4)O)C5=CC=C(C=C5)O. Drug 2: C1=CN(C=N1)CC(O)(P(=O)(O)O)P(=O)(O)O. Cell line: HOP-92. Synergy scores: CSS=8.55, Synergy_ZIP=-5.34, Synergy_Bliss=-5.27, Synergy_Loewe=-5.06, Synergy_HSA=-4.26.